Regression. Given a peptide amino acid sequence and an MHC pseudo amino acid sequence, predict their binding affinity value. This is MHC class II binding data. From a dataset of Peptide-MHC class II binding affinity with 134,281 pairs from IEDB. (1) The peptide sequence is DVMNILLQYVVKSFDRSTKV. The MHC is DRB1_0401 with pseudo-sequence DRB1_0401. The binding affinity (normalized) is 0.211. (2) The peptide sequence is LFKYDINIYSANL. The MHC is HLA-DPA10201-DPB10101 with pseudo-sequence HLA-DPA10201-DPB10101. The binding affinity (normalized) is 0.135. (3) The MHC is DRB1_1101 with pseudo-sequence DRB1_1101. The binding affinity (normalized) is 0.168. The peptide sequence is GTLHDKKSMGDDHFW. (4) The peptide sequence is DGTYDITKLGAKPDG. The MHC is DRB1_0401 with pseudo-sequence DRB1_0401. The binding affinity (normalized) is 0.345. (5) The peptide sequence is KVDTRAKDPPAGTRK. The MHC is DRB1_0701 with pseudo-sequence DRB1_0701. The binding affinity (normalized) is 0. (6) The peptide sequence is GELQIVDKSDAAFKI. The MHC is DRB3_0101 with pseudo-sequence DRB3_0101. The binding affinity (normalized) is 0.823. (7) The peptide sequence is AGGAGGVGAVGGKGG. The MHC is DRB1_1101 with pseudo-sequence DRB1_1101. The binding affinity (normalized) is 0.